This data is from Reaction yield outcomes from USPTO patents with 853,638 reactions. The task is: Predict the reaction yield, written as a fraction of the theoretical maximum amount of product (1.0 means a 100% yield; for example, 0.34 means a 34% yield). The reactants are [F:1][CH:2]([F:13])[C:3]1[N:8]=[C:7]([C:9]([O:11]C)=[O:10])[CH:6]=[CH:5][CH:4]=1.O1CCCC1.O.[OH-].[Li+]. The catalyst is O. The product is [F:13][CH:2]([F:1])[C:3]1[N:8]=[C:7]([C:9]([OH:11])=[O:10])[CH:6]=[CH:5][CH:4]=1. The yield is 0.650.